The task is: Predict the product of the given reaction.. This data is from Forward reaction prediction with 1.9M reactions from USPTO patents (1976-2016). (1) Given the reactants [CH3:1][C:2](OC(C)=O)=[O:3].[NH2:8][C:9]1[C:10]([C:26]([NH2:28])=[O:27])=[N:11][N:12]([CH2:15][C:16]2[C:24]([Br:25])=[CH:23][C:19]3[O:20][CH2:21][O:22][C:18]=3[CH:17]=2)[C:13]=1[CH3:14].O, predict the reaction product. The product is: [C:2]([NH:8][C:9]1[C:10]([C:26]([NH2:28])=[O:27])=[N:11][N:12]([CH2:15][C:16]2[C:24]([Br:25])=[CH:23][C:19]3[O:20][CH2:21][O:22][C:18]=3[CH:17]=2)[C:13]=1[CH3:14])(=[O:3])[CH3:1]. (2) Given the reactants [O:1]=[C:2]1[C:10]2[C:5](=[CH:6][C:7]([C:11]([NH2:13])=[O:12])=[CH:8][CH:9]=2)[CH2:4][O:3]1.Cl[C:15]([S:17]Cl)=[O:16], predict the reaction product. The product is: [O:1]=[C:2]1[C:10]2[C:5](=[CH:6][C:7]([C:11]3[O:12][C:15](=[O:16])[S:17][N:13]=3)=[CH:8][CH:9]=2)[CH2:4][O:3]1. (3) Given the reactants CC1C=CC(S(OCC2CC3C(F)=CC=C(C4C=CC=CC=4C)C=3O2)(=O)=O)=CC=1.[N-]=[N+]=[N-].[Na+].N(CC1CC2C=C(Cl)C=C(C3C=CSC=3)C=2O1)=[N+]=[N-].[N:53]([CH2:56][CH:57]1[CH2:61][C:60]2[C:62]([F:73])=[CH:63][CH:64]=[C:65]([C:66]3[CH:71]=[CH:70][CH:69]=[CH:68][C:67]=3[CH3:72])[C:59]=2[O:58]1)=[N+]=[N-].[N-]=[N+]=[N-], predict the reaction product. The product is: [F:73][C:62]1[C:60]2[CH2:61][CH:57]([CH2:56][NH2:53])[O:58][C:59]=2[C:65]([C:66]2[CH:71]=[CH:70][CH:69]=[CH:68][C:67]=2[CH3:72])=[CH:64][CH:63]=1. (4) Given the reactants [C:1]([O:5][C:6](=[O:16])[NH:7][C:8]1[CH:13]=[CH:12][C:11]([I:14])=[CH:10][C:9]=1[NH2:15])([CH3:4])([CH3:3])[CH3:2].C([O:19][C:20](=O)[CH2:21][C:22]([C:24]1[CH:29]=[CH:28][CH:27]=[C:26]([C:30]#[N:31])[CH:25]=1)=[O:23])C, predict the reaction product. The product is: [C:1]([O:5][C:6](=[O:16])[NH:7][C:8]1[CH:13]=[CH:12][C:11]([I:14])=[CH:10][C:9]=1[NH:15][C:20](=[O:19])[CH2:21][C:22]([C:24]1[CH:29]=[CH:28][CH:27]=[C:26]([C:30]#[N:31])[CH:25]=1)=[O:23])([CH3:4])([CH3:2])[CH3:3]. (5) Given the reactants [CH3:1][CH:2]1[CH2:11][CH2:10][CH:9]([CH3:12])[C:8]2[CH:7]=[C:6]([C:13]3[N:14]=[C:15]([N:18]4[CH2:23][CH2:22][CH:21]([NH2:24])[CH2:20][CH2:19]4)[S:16][CH:17]=3)[CH:5]=[CH:4][C:3]1=2.C([O:28][CH2:29][CH2:30][CH2:31][CH2:32]Br)(=O)C.[OH-].[Na+].Cl, predict the reaction product. The product is: [CH3:1][CH:2]1[CH2:11][CH2:10][CH:9]([CH3:12])[C:8]2[CH:7]=[C:6]([C:13]3[N:14]=[C:15]([N:18]4[CH2:23][CH2:22][CH:21]([NH:24][CH2:32][CH2:31][CH2:30][CH2:29][OH:28])[CH2:20][CH2:19]4)[S:16][CH:17]=3)[CH:5]=[CH:4][C:3]1=2. (6) Given the reactants [Br:1][C:2]1[C:10]([F:11])=[CH:9][C:5]([C:6](O)=[O:7])=[C:4]([F:12])[CH:3]=1.CO, predict the reaction product. The product is: [Br:1][C:2]1[C:10]([F:11])=[CH:9][C:5]([CH2:6][OH:7])=[C:4]([F:12])[CH:3]=1. (7) Given the reactants [CH3:1][S:2][C:3]1[N:4]=[C:5]([OH:19])[C:6]2[N:11]=[C:10]([C:12]3[CH:17]=[CH:16][CH:15]=[C:14]([CH3:18])[CH:13]=3)[O:9][C:7]=2[N:8]=1.C(=O)([O-])[O-].[K+].[K+].Br[CH2:27][CH2:28][CH3:29].O, predict the reaction product. The product is: [CH3:1][S:2][C:3]1[N:4]([CH2:27][CH2:28][CH3:29])[C:5](=[O:19])[C:6]2[N:11]=[C:10]([C:12]3[CH:17]=[CH:16][CH:15]=[C:14]([CH3:18])[CH:13]=3)[O:9][C:7]=2[N:8]=1.[CH3:1][S:2][C:3]1[N:4]=[C:5]([O:19][CH2:27][CH2:28][CH3:29])[C:6]2[N:11]=[C:10]([C:12]3[CH:17]=[CH:16][CH:15]=[C:14]([CH3:18])[CH:13]=3)[O:9][C:7]=2[N:8]=1. (8) Given the reactants [O:1]=[C:2]1[CH2:7][CH2:6][CH2:5][CH2:4][N:3]1[CH2:8][C:9]([O:11]CC1C=CC=CC=1)=[O:10], predict the reaction product. The product is: [O:1]=[C:2]1[CH2:7][CH2:6][CH2:5][CH2:4][N:3]1[CH2:8][C:9]([OH:11])=[O:10]. (9) Given the reactants [CH3:1][N:2]1[C:10]2[CH:5]([C:6]([CH3:12])([CH3:11])[CH2:7][CH2:8][CH:9]=2)[CH2:4][C:3]1=[O:13], predict the reaction product. The product is: [CH3:1][N:2]1[C@H:10]2[C@H:5]([C:6]([CH3:11])([CH3:12])[CH2:7][CH2:8][CH2:9]2)[CH2:4][C:3]1=[O:13].